This data is from Catalyst prediction with 721,799 reactions and 888 catalyst types from USPTO. The task is: Predict which catalyst facilitates the given reaction. (1) Reactant: [OH:1][C:2]1[C:7]([OH:8])=[C:6]([O:9][CH3:10])[CH:5]=[CH:4][C:3]=1[C:11](=[O:13])[CH3:12].Br[CH:15]1[CH2:19][CH2:18][CH2:17][CH2:16]1.C(=O)([O-])[O-].[K+].[K+].Cl. Product: [CH:15]1([O:8][C:7]2[C:2]([OH:1])=[C:3]([C:11](=[O:13])[CH3:12])[CH:4]=[CH:5][C:6]=2[O:9][CH3:10])[CH2:19][CH2:18][CH2:17][CH2:16]1. The catalyst class is: 3. (2) Reactant: CC(OC(/N=N/C(OC(C)C)=O)=O)C.[C:15]([O:18][C:19]1[CH:20]=[C:21]([C:25]2[CH:30]=[C:29]([C:31](=[O:46])[NH:32][C:33]3[CH:38]=[CH:37][C:36]([C:39]4[CH:44]=[CH:43][C:42](O)=[CH:41][CH:40]=4)=[CH:35][N:34]=3)[CH:28]=[CH:27][C:26]=2[O:47][CH3:48])[CH:22]=[CH:23][CH:24]=1)(=O)C.[CH3:49][N:50]1[CH2:55][CH2:54][CH:53]([OH:56])[CH2:52][CH2:51]1.C1(P(C2C=CC=CC=2)C2C=CC=CC=2)C=CC=CC=1. Product: [CH3:15][O:18][C:19]1[CH:20]=[C:21]([C:25]2[C:26]([O:47][CH3:48])=[CH:27][CH:28]=[C:29]([C:31]([NH:32][C:33]3[CH:38]=[CH:37][C:36]([C:39]4[CH:44]=[CH:43][C:42]([O:56][CH:53]5[CH2:54][CH2:55][N:50]([CH3:49])[CH2:51][CH2:52]5)=[CH:41][CH:40]=4)=[CH:35][N:34]=3)=[O:46])[CH:30]=2)[CH:22]=[CH:23][CH:24]=1. The catalyst class is: 1. (3) The catalyst class is: 820. Product: [CH:1]1([CH2:6][C:7]2[N:16]([C:10]3[CH:11]=[CH:12][CH:13]=[CH:14][CH:15]=3)[C:17](=[S:20])[NH:18][N:19]=2)[CH2:5][CH2:4][CH2:3][CH2:2]1. Reactant: [CH:1]1([CH2:6][C:7](O)=O)[CH2:5][CH2:4][CH2:3][CH2:2]1.[C:10]1([NH:16][C:17](=[S:20])[NH:18][NH2:19])[CH:15]=[CH:14][CH:13]=[CH:12][CH:11]=1.N1C=CC=CC=1. (4) Reactant: [C:1]1([C:7]2[CH:12]=[C:11]([CH:13]3[CH2:18][CH2:17][S:16](=[O:20])(=[O:19])[CH2:15][CH2:14]3)[CH:10]=[CH:9][C:8]=2[NH:21][C:22]([C:24]2[N:25](COCC[Si](C)(C)C)[CH:26]=[C:27]([C:29]#[N:30])[N:28]=2)=[O:23])[CH2:6][CH2:5][CH2:4][CH2:3][CH:2]=1.CCO.C(O)(C(F)(F)F)=O. Product: [C:1]1([C:7]2[CH:12]=[C:11]([CH:13]3[CH2:14][CH2:15][S:16](=[O:19])(=[O:20])[CH2:17][CH2:18]3)[CH:10]=[CH:9][C:8]=2[NH:21][C:22]([C:24]2[NH:25][CH:26]=[C:27]([C:29]#[N:30])[N:28]=2)=[O:23])[CH2:6][CH2:5][CH2:4][CH2:3][CH:2]=1. The catalyst class is: 2. (5) Reactant: [H-].[Na+].[C:3]([O:7][CH3:8])(=[O:6])[CH2:4][SH:5].[C:9]([O:13][C:14]([N:16]1[CH2:21][CH2:20][CH:19](S(C)(=O)=O)[CH2:18][CH2:17]1)=[O:15])([CH3:12])([CH3:11])[CH3:10]. Product: [C:9]([O:13][C:14]([N:16]1[CH2:21][CH2:20][CH:19]([S:5][CH2:4][C:3]([O:7][CH3:8])=[O:6])[CH2:18][CH2:17]1)=[O:15])([CH3:12])([CH3:10])[CH3:11]. The catalyst class is: 3. (6) Reactant: [Cl:1][C:2]1[CH:3]=[C:4]2[C:12](=[CH:13][C:14]=1[Cl:15])[N:11](S(C1C=CC(C)=CC=1)(=O)=O)[C:10]1[C:9]([C:31]([F:37])([F:36])[C:32]([F:35])([F:34])[F:33])([O:26][Si](C)(C)C)[CH2:8][CH2:7][CH2:6][C:5]2=1.[OH-].[K+]. Product: [Cl:1][C:2]1[CH:3]=[C:4]2[C:12](=[CH:13][C:14]=1[Cl:15])[NH:11][C:10]1[C:9]([C:31]([F:36])([F:37])[C:32]([F:33])([F:34])[F:35])([OH:26])[CH2:8][CH2:7][CH2:6][C:5]2=1. The catalyst class is: 20.